Task: Predict the reactants needed to synthesize the given product.. Dataset: Full USPTO retrosynthesis dataset with 1.9M reactions from patents (1976-2016) (1) Given the product [O:26]=[S:2]1(=[O:1])[CH2:3][CH2:4][N:5]([C:8]2[N:9]=[C:10]([C:19]3[CH:24]=[CH:23][C:22]([CH3:25])=[CH:21][CH:20]=3)[C:11]3[CH2:17][CH2:16][N:15]([CH3:29])[CH2:14][CH2:13][C:12]=3[N:18]=2)[CH2:6][CH2:7]1, predict the reactants needed to synthesize it. The reactants are: [O:1]=[S:2]1(=[O:26])[CH2:7][CH2:6][N:5]([C:8]2[N:9]=[C:10]([C:19]3[CH:24]=[CH:23][C:22]([CH3:25])=[CH:21][CH:20]=3)[C:11]3[CH2:17][CH2:16][NH:15][CH2:14][CH2:13][C:12]=3[N:18]=2)[CH2:4][CH2:3]1.IC.[CH2:29](N(C(C)C)C(C)C)C. (2) Given the product [N+:33]([C:30]1[CH:29]=[CH:28][C:27]([CH2:26][O:25][C:23]([N:7]2[CH:8]=[C:9]([CH:11]=[O:12])[N:10]=[C:6]2[C:2]2[S:1][CH:5]=[CH:4][N:3]=2)=[O:24])=[CH:32][CH:31]=1)([O-:35])=[O:34], predict the reactants needed to synthesize it. The reactants are: [S:1]1[CH:5]=[CH:4][N:3]=[C:2]1[C:6]1[NH:7][CH:8]=[C:9]([CH:11]=[O:12])[N:10]=1.CCN(C(C)C)C(C)C.Cl[C:23]([O:25][CH2:26][C:27]1[CH:32]=[CH:31][C:30]([N+:33]([O-:35])=[O:34])=[CH:29][CH:28]=1)=[O:24]. (3) Given the product [Cl:4][C:5]1[C:10]([CH2:11][C:1]#[N:2])=[CH:9][CH:8]=[CH:7][N:6]=1, predict the reactants needed to synthesize it. The reactants are: [C-:1]#[N:2].[K+].[Cl:4][C:5]1[C:10]([CH2:11]Cl)=[CH:9][CH:8]=[CH:7][N:6]=1. (4) Given the product [F:9][C:8]([F:11])([F:10])[C:4]1[CH:3]=[C:2]([CH:17]([C:16]2[CH:19]=[CH:20][CH:21]=[C:14]([C:13]([F:12])([F:22])[F:23])[CH:15]=2)[OH:18])[CH:7]=[CH:6][CH:5]=1, predict the reactants needed to synthesize it. The reactants are: Br[C:2]1[CH:7]=[CH:6][CH:5]=[C:4]([C:8]([F:11])([F:10])[F:9])[CH:3]=1.[F:12][C:13]([F:23])([F:22])[C:14]1[CH:15]=[C:16]([CH:19]=[CH:20][CH:21]=1)[CH:17]=[O:18].[Li]CCCC. (5) Given the product [Br:14][CH2:1][C:2]1[CH:6]=[CH:5][N:4]([C:7]([O:9][C:10]([CH3:13])([CH3:12])[CH3:11])=[O:8])[N:3]=1, predict the reactants needed to synthesize it. The reactants are: [CH3:1][C:2]1[CH:6]=[CH:5][N:4]([C:7]([O:9][C:10]([CH3:13])([CH3:12])[CH3:11])=[O:8])[N:3]=1.[Br:14]N1C(=O)CCC1=O.C(OOC(=O)C1C=CC=CC=1)(=O)C1C=CC=CC=1.